This data is from Full USPTO retrosynthesis dataset with 1.9M reactions from patents (1976-2016). The task is: Predict the reactants needed to synthesize the given product. Given the product [C:1]1([C:7]2[C:11]3[CH:12]=[CH:13][CH:14]=[CH:15][C:10]=3[O:9][C:8]=2[CH:16]([NH:18][C:20]2[N:28]=[CH:27][N:26]=[C:25]3[C:21]=2[N:22]=[CH:23][NH:24]3)[CH3:17])[CH:2]=[CH:3][CH:4]=[CH:5][CH:6]=1, predict the reactants needed to synthesize it. The reactants are: [C:1]1([C:7]2[C:11]3[CH:12]=[CH:13][CH:14]=[CH:15][C:10]=3[O:9][C:8]=2[CH:16]([NH2:18])[CH3:17])[CH:6]=[CH:5][CH:4]=[CH:3][CH:2]=1.Cl[C:20]1[N:28]=[CH:27][N:26]=[C:25]2[C:21]=1[N:22]=[CH:23][NH:24]2.CCN(C(C)C)C(C)C.